This data is from Forward reaction prediction with 1.9M reactions from USPTO patents (1976-2016). The task is: Predict the product of the given reaction. (1) Given the reactants [NH:1]1[C:9]2[C:4](=[CH:5][CH:6]=[C:7]([NH:10][C:11](=[O:17])[O:12][C:13]([CH3:16])([CH3:15])[CH3:14])[CH:8]=2)[CH:3]=[CH:2]1.C(=O)([O-])[O-].[K+].[K+].[I:24]I.C(OC)(C)(C)C, predict the reaction product. The product is: [I:24][C:3]1[C:4]2[C:9](=[CH:8][C:7]([NH:10][C:11](=[O:17])[O:12][C:13]([CH3:14])([CH3:16])[CH3:15])=[CH:6][CH:5]=2)[NH:1][CH:2]=1. (2) Given the reactants [C:1]([C:5]1[CH:6]=[C:7]2[C:11](=[CH:12][CH:13]=1)[C:10](=[O:14])[N:9]([CH2:15][CH:16]([C:22]1([CH3:27])OCC[O:23]1)[C:17]([O:19][CH2:20][CH3:21])=[O:18])[C:8]2=[O:28])([CH3:4])([CH3:3])[CH3:2].O.C1(C)C=CC(S(O)(=O)=O)=CC=1, predict the reaction product. The product is: [C:1]([C:5]1[CH:6]=[C:7]2[C:11](=[CH:12][CH:13]=1)[C:10](=[O:14])[N:9]([CH2:15][CH:16]([C:22](=[O:23])[CH3:27])[C:17]([O:19][CH2:20][CH3:21])=[O:18])[C:8]2=[O:28])([CH3:2])([CH3:3])[CH3:4]. (3) Given the reactants [Cl:1][C:2]1[C:3]2[C:10]([I:11])=[CH:9][NH:8][C:4]=2[N:5]=[CH:6][N:7]=1.[CH:12]1([CH2:15]O)[CH2:14][CH2:13]1.C1C=CC(P(C2C=CC=CC=2)C2C=CC=CC=2)=CC=1.CC(OC(/N=N/C(OC(C)C)=O)=O)C, predict the reaction product. The product is: [Cl:1][C:2]1[C:3]2[C:10]([I:11])=[CH:9][N:8]([CH2:15][CH:12]3[CH2:14][CH2:13]3)[C:4]=2[N:5]=[CH:6][N:7]=1. (4) Given the reactants [F:1][C:2]1[CH:3]=[C:4](I)[CH:5]=[CH:6][CH:7]=1.[CH:9]1([N:13]2[CH2:19][CH2:18][CH2:17][N:16]([C:20]([C@H:22]3[CH2:26][C@H:25]([OH:27])[CH2:24][N:23]3[C:28](=[O:30])[CH3:29])=[O:21])[CH2:15][CH2:14]2)[CH2:12][CH2:11][CH2:10]1, predict the reaction product. The product is: [CH:9]1([N:13]2[CH2:19][CH2:18][CH2:17][N:16]([C:20]([C@H:22]3[CH2:26][C@H:25]([O:27][C:4]4[CH:5]=[CH:6][CH:7]=[C:2]([F:1])[CH:3]=4)[CH2:24][N:23]3[C:28](=[O:30])[CH3:29])=[O:21])[CH2:15][CH2:14]2)[CH2:12][CH2:11][CH2:10]1. (5) Given the reactants [CH:1]1([C:4]2[CH:9]=[C:8]([NH:10][CH2:11][CH2:12][CH2:13][C:14]3[CH:19]=[CH:18][CH:17]=[CH:16][CH:15]=3)[C:7]([NH2:20])=[CH:6][C:5]=2[CH3:21])[CH2:3][CH2:2]1.[NH:22]1[C:30](=[O:31])[C:28](=O)[C:26](=O)[NH:25][C:23]1=[O:24].B(O)(O)O, predict the reaction product. The product is: [CH:1]1([C:4]2[C:5]([CH3:21])=[CH:6][C:7]3[N:20]=[C:28]4[C:26]([N:10]([CH2:11][CH2:12][CH2:13][C:14]5[CH:15]=[CH:16][CH:17]=[CH:18][CH:19]=5)[C:8]=3[CH:9]=2)=[N:25][C:23](=[O:24])[NH:22][C:30]4=[O:31])[CH2:3][CH2:2]1.